From a dataset of Catalyst prediction with 721,799 reactions and 888 catalyst types from USPTO. Predict which catalyst facilitates the given reaction. (1) Reactant: C(OC([N:8]1[CH2:13][CH2:12][N:11]([C:14]2[CH:19]=[CH:18][C:17]([C:20]3[CH:21]=[C:22]4[C:31]([C:32]5[C:33]([CH3:47])=[N:34][N:35]([CH2:38][C:39]6[CH:44]=[C:43]([F:45])[CH:42]=[C:41]([F:46])[CH:40]=6)[C:36]=5[CH3:37])=[CH:30][N:29](C(OC(C)(C)C)=O)[C:23]4=[N:24][C:25]=3[CH:26]3[CH2:28][CH2:27]3)=[CH:16][CH:15]=2)[CH2:10][CH2:9]1)=O)(C)(C)C.[ClH:55]. Product: [ClH:55].[CH:26]1([C:25]2[N:24]=[C:23]3[NH:29][CH:30]=[C:31]([C:32]4[C:33]([CH3:47])=[N:34][N:35]([CH2:38][C:39]5[CH:44]=[C:43]([F:45])[CH:42]=[C:41]([F:46])[CH:40]=5)[C:36]=4[CH3:37])[C:22]3=[CH:21][C:20]=2[C:17]2[CH:18]=[CH:19][C:14]([N:11]3[CH2:10][CH2:9][NH:8][CH2:13][CH2:12]3)=[CH:15][CH:16]=2)[CH2:27][CH2:28]1. The catalyst class is: 5. (2) Reactant: [Cl:1][C:2]1[CH:10]=[CH:9][C:5]([C:6]([OH:8])=[O:7])=[C:4]([OH:11])[CH:3]=1.[CH3:12][C@@H:13](O)[CH2:14][CH:15]=[CH2:16].[C:18]1(P([C:18]2[CH:23]=[CH:22]C=[CH:20][CH:19]=2)[C:18]2[CH:23]=[CH:22]C=[CH:20][CH:19]=2)[CH:23]=[CH:22]C=[CH:20][CH:19]=1.CC(OC(/N=N/C(OC(C)C)=O)=O)C. Product: [Cl:1][C:2]1[CH:10]=[CH:9][C:5]([C:6]([O:8][CH:13]([CH2:14][CH:15]=[CH2:16])[CH3:12])=[O:7])=[C:4]([O:11][C@H:23]([CH2:18][CH:19]=[CH2:20])[CH3:22])[CH:3]=1. The catalyst class is: 116. (3) Reactant: C(OC(=O)[NH:7][CH2:8][CH2:9][CH2:10][CH2:11][C:12]1[CH:17]=[CH:16][C:15]([O:18][CH2:19][CH2:20][NH:21][CH2:22][C:23](=[O:25])[NH2:24])=[CH:14][CH:13]=1)(C)(C)C.[ClH:27]. Product: [ClH:27].[ClH:27].[NH2:7][CH2:8][CH2:9][CH2:10][CH2:11][C:12]1[CH:17]=[CH:16][C:15]([O:18][CH2:19][CH2:20][NH:21][CH2:22][C:23]([NH2:24])=[O:25])=[CH:14][CH:13]=1. The catalyst class is: 523. (4) Reactant: [CH2:1]([OH:13])[CH2:2][O:3][CH2:4][CH2:5][O:6][CH2:7][CH2:8][O:9][CH2:10][CH2:11][OH:12].C(N(CC)CC)C.[CH3:21][S:22](Cl)(=[O:24])=[O:23]. Product: [CH3:21][S:22]([O:12][CH2:11][CH2:10][O:9][CH2:8][CH2:7][O:6][CH2:5][CH2:4][O:3][CH2:2][CH2:1][O:13][S:22]([CH3:21])(=[O:24])=[O:23])(=[O:24])=[O:23]. The catalyst class is: 4. (5) Reactant: C[O:2][C:3]1[CH:12]=[C:11]2[C:6]([C:7]([CH2:24][C:25]3[CH:30]=[CH:29][C:28]([O:31][CH2:32][CH2:33][N:34]4[CH2:38][CH2:37][CH2:36][CH2:35]4)=[CH:27][CH:26]=3)=[C:8]([C:14]3[CH:19]=[CH:18][C:17]([C:20]([F:23])([F:22])[F:21])=[CH:16][CH:15]=3)[C:9](=[O:13])[O:10]2)=[CH:5][C:4]=1[CH3:39].Br.CC(O)=O. Product: [OH:2][C:3]1[CH:12]=[C:11]2[C:6]([C:7]([CH2:24][C:25]3[CH:30]=[CH:29][C:28]([O:31][CH2:32][CH2:33][N:34]4[CH2:35][CH2:36][CH2:37][CH2:38]4)=[CH:27][CH:26]=3)=[C:8]([C:14]3[CH:19]=[CH:18][C:17]([C:20]([F:21])([F:22])[F:23])=[CH:16][CH:15]=3)[C:9](=[O:13])[O:10]2)=[CH:5][C:4]=1[CH3:39]. The catalyst class is: 25. (6) Reactant: C(OC(=O)[NH:7][CH2:8][CH2:9][CH2:10][CH2:11][CH2:12][CH2:13][C:14]1[C:15]([CH3:43])=[C:16]2[C:21](=[C:22]([CH3:25])[C:23]=1[CH3:24])[O:20][C:19]([CH2:27][O:28][C:29]1[CH:34]=[CH:33][C:32]([CH:35]=[C:36]3[S:40][C:39](=[O:41])[NH:38][C:37]3=[O:42])=[CH:31][CH:30]=1)([CH3:26])[CH2:18][CH2:17]2)(C)(C)C.[F:45][C:46]([F:51])([F:50])[C:47]([OH:49])=[O:48].O. Product: [F:45][C:46]([F:51])([F:50])[C:47]([OH:49])=[O:48].[NH2:7][CH2:8][CH2:9][CH2:10][CH2:11][CH2:12][CH2:13][C:14]1[C:15]([CH3:43])=[C:16]2[C:21](=[C:22]([CH3:25])[C:23]=1[CH3:24])[O:20][C:19]([CH2:27][O:28][C:29]1[CH:34]=[CH:33][C:32]([CH:35]=[C:36]3[S:40][C:39](=[O:41])[NH:38][C:37]3=[O:42])=[CH:31][CH:30]=1)([CH3:26])[CH2:18][CH2:17]2. The catalyst class is: 2.